From a dataset of Full USPTO retrosynthesis dataset with 1.9M reactions from patents (1976-2016). Predict the reactants needed to synthesize the given product. (1) Given the product [Br:1][C:2]1[CH:7]=[CH:6][C:5]([O:8][Si:18]([C:14]([CH3:17])([CH3:16])[CH3:15])([CH3:20])[CH3:19])=[CH:4][CH:3]=1, predict the reactants needed to synthesize it. The reactants are: [Br:1][C:2]1[CH:7]=[CH:6][C:5]([OH:8])=[CH:4][CH:3]=1.N1C=CN=C1.[C:14]([Si:18](Cl)([CH3:20])[CH3:19])([CH3:17])([CH3:16])[CH3:15].O. (2) Given the product [Br:7][C:8]1[CH:9]=[C:4]2[CH:3]=[N:2][NH:1][C:5]2=[N:6][CH:11]=1, predict the reactants needed to synthesize it. The reactants are: [NH:1]1[C:5]([NH2:6])=[CH:4][CH:3]=[N:2]1.[Br:7][CH:8]([CH:11]=O)[CH:9]=O.